Dataset: Catalyst prediction with 721,799 reactions and 888 catalyst types from USPTO. Task: Predict which catalyst facilitates the given reaction. (1) Reactant: [NH2:1][C:2]1[CH:3]=[CH:4][C:5]([O:8][C:9](=[O:18])[N:10]([CH3:17])[C:11]2[CH:16]=[CH:15][CH:14]=[CH:13][CH:12]=2)=[N:6][CH:7]=1.[CH3:19][O:20][C:21]1[CH:22]=[C:23]([CH:27]=[CH:28][CH:29]=1)[C:24](Cl)=[O:25].C(N(CC)CC)C.ClCCl. Product: [CH3:19][O:20][C:21]1[CH:22]=[C:23]([CH:27]=[CH:28][CH:29]=1)[C:24]([NH:1][C:2]1[CH:3]=[CH:4][C:5]([O:8][C:9](=[O:18])[N:10]([CH3:17])[C:11]2[CH:16]=[CH:15][CH:14]=[CH:13][CH:12]=2)=[N:6][CH:7]=1)=[O:25]. The catalyst class is: 10. (2) Reactant: [Si]([O:8][C@H:9]([C:23]1[CH:32]=[CH:31][C:30]([OH:33])=[C:29]2[C:24]=1[CH:25]=[CH:26][C:27](=[O:34])[NH:28]2)[CH2:10][NH:11][CH:12]1[CH2:17][CH2:16][N:15]([CH2:18][CH2:19][C:20](O)=[O:21])[CH2:14][CH2:13]1)(C(C)(C)C)(C)C.CN(C(ON1N=NC2C=CC=NC1=2)=[N+](C)C)C.F[P-](F)(F)(F)(F)F.C(N(CC)CC)C.[C:66]1([CH2:76][NH2:77])[C:75]2[CH2:74][CH2:73][CH2:72][CH2:71][C:70]=2[CH:69]=[CH:68][CH:67]=1. Product: [OH:8][C@H:9]([C:23]1[CH:32]=[CH:31][C:30]([OH:33])=[C:29]2[C:24]=1[CH:25]=[CH:26][C:27](=[O:34])[NH:28]2)[CH2:10][NH:11][CH:12]1[CH2:17][CH2:16][N:15]([CH2:18][CH2:19][C:20]([NH:77][CH2:76][C:66]2[C:75]3[CH2:74][CH2:73][CH2:72][CH2:71][C:70]=3[CH:69]=[CH:68][CH:67]=2)=[O:21])[CH2:14][CH2:13]1. The catalyst class is: 3. (3) Reactant: [NH2:1][CH2:2][C:3]1[N:4]([CH2:21][CH:22]([CH3:24])[CH3:23])[C:5](=[O:20])[C:6]2[C:11]([C:12]=1[C:13]1[CH:18]=[CH:17][CH:16]=[CH:15][CH:14]=1)=[CH:10][C:9]([Br:19])=[CH:8][CH:7]=2.[C:25](O[C:25]([O:27][C:28]([CH3:31])([CH3:30])[CH3:29])=[O:26])([O:27][C:28]([CH3:31])([CH3:30])[CH3:29])=[O:26].O. Product: [C:28]([O:27][C:25]([NH:1][CH2:2][C:3]1[N:4]([CH2:21][CH:22]([CH3:24])[CH3:23])[C:5](=[O:20])[C:6]2[C:11]([C:12]=1[C:13]1[CH:18]=[CH:17][CH:16]=[CH:15][CH:14]=1)=[CH:10][C:9]([Br:19])=[CH:8][CH:7]=2)=[O:26])([CH3:31])([CH3:30])[CH3:29]. The catalyst class is: 367. (4) The catalyst class is: 12. Reactant: [CH2:1]([O:8][C:9]1[CH:15]=[C:14]([Br:16])[CH:13]=[C:12]([N+:17]([O-:19])=[O:18])[C:10]=1[NH2:11])[C:2]1[CH:7]=[CH:6][CH:5]=[CH:4][CH:3]=1.[CH:20]1([C:23](Cl)=[O:24])[CH2:22][CH2:21]1. Product: [CH2:1]([O:8][C:9]1[CH:15]=[C:14]([Br:16])[CH:13]=[C:12]([N+:17]([O-:19])=[O:18])[C:10]=1[NH:11][C:23]([CH:20]1[CH2:22][CH2:21]1)=[O:24])[C:2]1[CH:7]=[CH:6][CH:5]=[CH:4][CH:3]=1. (5) Reactant: C(O[C:5]1[CH:14]=[C:13]([C:15]([F:18])([F:17])[F:16])[C:12]2[C:7](=[CH:8][CH:9]=[C:10]3[NH:22][CH:21]([CH2:23][CH2:24][CH3:25])[CH2:20][O:19][C:11]3=2)[N:6]=1)(C)C.[BH4-].[Na+]. Product: [CH2:23]([CH:21]1[CH2:20][O:19][C:11]2=[C:12]3[C:7](=[CH:8][CH:9]=[C:10]2[N:22]1[CH2:13][C:15]([F:18])([F:17])[F:16])[NH:6][CH2:5][CH:14]=[C:13]3[C:15]([F:18])([F:17])[F:16])[CH2:24][CH3:25]. The catalyst class is: 55. (6) Reactant: [CH2:1]([O:3][C:4](=[O:32])[CH2:5][CH:6]([N:10]1[C:18]2[C:13](=[CH:14][C:15]([CH2:19][CH2:20][CH2:21][C:22]3[CH:31]=[CH:30][C:29]4[C:24](=[N:25][CH:26]=[CH:27][CH:28]=4)[N:23]=3)=[CH:16][CH:17]=2)[CH:12]=[CH:11]1)[CH2:7][CH2:8][CH3:9])[CH3:2]. Product: [CH2:1]([O:3][C:4](=[O:32])[CH2:5][CH:6]([N:10]1[C:18]2[C:13](=[CH:14][C:15]([CH2:19][CH2:20][CH2:21][C:22]3[CH:31]=[CH:30][C:29]4[CH2:28][CH2:27][CH2:26][NH:25][C:24]=4[N:23]=3)=[CH:16][CH:17]=2)[CH:12]=[CH:11]1)[CH2:7][CH2:8][CH3:9])[CH3:2]. The catalyst class is: 43.